This data is from Forward reaction prediction with 1.9M reactions from USPTO patents (1976-2016). The task is: Predict the product of the given reaction. Given the reactants [CH2:1]([N:8]1[CH:12]=[C:11]([C:13]2[CH:18]=[CH:17][C:16]([N+:19]([O-])=O)=[CH:15][C:14]=2[O:22][CH:23]([F:25])[F:24])[CH:10]=[N:9]1)[C:2]1[CH:7]=[CH:6][CH:5]=[CH:4][CH:3]=1.[Cl-].[NH4+], predict the reaction product. The product is: [CH2:1]([N:8]1[CH:12]=[C:11]([C:13]2[CH:18]=[CH:17][C:16]([NH2:19])=[CH:15][C:14]=2[O:22][CH:23]([F:25])[F:24])[CH:10]=[N:9]1)[C:2]1[CH:3]=[CH:4][CH:5]=[CH:6][CH:7]=1.